From a dataset of Reaction yield outcomes from USPTO patents with 853,638 reactions. Predict the reaction yield, written as a fraction of the theoretical maximum amount of product (1.0 means a 100% yield; for example, 0.34 means a 34% yield). (1) The reactants are [C:1]([O:5][C:6]([N:8]1[CH2:13][CH2:12][CH:11]([C:14](=[O:25])[C:15]2[CH:20]=[CH:19][C:18]([C:21]([F:24])([F:23])[F:22])=[CH:17][CH:16]=2)[CH2:10][CH2:9]1)=[O:7])([CH3:4])([CH3:3])[CH3:2].[H-].[Na+].[CH3:28]I. The catalyst is CN(C=O)C. The product is [C:1]([O:5][C:6]([N:8]1[CH2:9][CH2:10][C:11]([CH3:28])([C:14](=[O:25])[C:15]2[CH:20]=[CH:19][C:18]([C:21]([F:22])([F:23])[F:24])=[CH:17][CH:16]=2)[CH2:12][CH2:13]1)=[O:7])([CH3:4])([CH3:2])[CH3:3]. The yield is 0.580. (2) The reactants are Cl[C:2]1[CH:3]=[C:4]([CH:9]=[CH:10][C:11]=1[NH:12][CH2:13][CH:14]1[CH2:16][CH2:15]1)[C:5]([O:7][CH3:8])=[O:6].[O:17]1[CH2:22][CH2:21][CH:20]([CH:23]2[CH2:28][CH2:27][C:26](=O)[CH2:25][CH2:24]2)[CH2:19][CH2:18]1.C(O)(=O)C.S([O-])([O-])(=O)=O.[Mg+2].P([O-])([O-])([O-])=O.[K+].[K+].[K+]. The catalyst is CC(N(C)C)=O.CC(C)([P](C(C)(C)C)([Pd][P](C(C)(C)C)(C(C)(C)C)C(C)(C)C)C(C)(C)C)C. The product is [CH:14]1([CH2:13][N:12]2[C:26]3[CH2:27][CH2:28][CH:23]([CH:20]4[CH2:19][CH2:18][O:17][CH2:22][CH2:21]4)[CH2:24][C:25]=3[C:2]3[C:11]2=[CH:10][CH:9]=[C:4]([C:5]([O:7][CH3:8])=[O:6])[CH:3]=3)[CH2:16][CH2:15]1. The yield is 0.230. (3) The reactants are [CH3:1][O:2][C:3]1[CH:4]=[CH:5][CH:6]=[C:7]2[C:11]=1[CH:10]([N:12]1[C:17]3[N:18]=[C:19]([S:22][CH3:23])[N:20]=[CH:21][C:16]=3[CH:15]=[CH:14][C:13]1=[O:24])[CH2:9][CH2:8]2.ClC1C=CC=C(C(OO)=[O:33])C=1. The catalyst is ClCCl. The product is [CH3:1][O:2][C:3]1[CH:4]=[CH:5][CH:6]=[C:7]2[C:11]=1[CH:10]([N:12]1[C:17]3[N:18]=[C:19]([S:22]([CH3:23])=[O:33])[N:20]=[CH:21][C:16]=3[CH:15]=[CH:14][C:13]1=[O:24])[CH2:9][CH2:8]2. The yield is 0.870. (4) The reactants are CC1(C)C(C)(C)OB([C:9]2[CH:10]=[CH:11][C:12]3[O:16][CH:15]=[CH:14][C:13]=3[CH:17]=2)O1.I[C:20]1[C:28]2[C:23](=[N:24][CH:25]=[N:26][C:27]=2[NH2:29])[N:22]([CH:30]([CH3:32])[CH3:31])[N:21]=1.C([O-])([O-])=O.[Na+].[Na+]. The catalyst is CCO.COCCOC.C1C=CC([P]([Pd]([P](C2C=CC=CC=2)(C2C=CC=CC=2)C2C=CC=CC=2)([P](C2C=CC=CC=2)(C2C=CC=CC=2)C2C=CC=CC=2)[P](C2C=CC=CC=2)(C2C=CC=CC=2)C2C=CC=CC=2)(C2C=CC=CC=2)C2C=CC=CC=2)=CC=1. The product is [O:16]1[C:12]2[CH:11]=[CH:10][C:9]([C:20]3[C:28]4[C:23](=[N:24][CH:25]=[N:26][C:27]=4[NH2:29])[N:22]([CH:30]([CH3:32])[CH3:31])[N:21]=3)=[CH:17][C:13]=2[CH:14]=[CH:15]1. The yield is 0.720. (5) The reactants are [CH2:1]([O:3][C:4]([CH:6]1[CH2:11][CH2:10][C:9](=[CH:12][C:13]([OH:15])=[O:14])[CH2:8][CH2:7]1)=[O:5])[CH3:2]. The catalyst is CCO.[Pd]. The product is [CH2:1]([O:3][C:4]([CH:6]1[CH2:11][CH2:10][CH:9]([CH2:12][C:13]([OH:15])=[O:14])[CH2:8][CH2:7]1)=[O:5])[CH3:2]. The yield is 0.420. (6) The reactants are [Br:1][C:2]1[CH:7]=[C:6]([CH3:8])[C:5]([CH:9](Cl)[C:10]2[C:15]([F:16])=[CH:14][CH:13]=[C:12]([F:17])[C:11]=2[F:18])=[CH:4][N:3]=1.[F:20][C:21]1[CH:26]=[CH:25][C:24]([SH:27])=[CH:23][CH:22]=1.C(=O)([O-])[O-].[K+].[K+].C(OCC)(=O)C. The catalyst is CN(C)C=O.O. The product is [Br:1][C:2]1[CH:7]=[C:6]([CH3:8])[C:5]([CH:9]([S:27][C:24]2[CH:25]=[CH:26][C:21]([F:20])=[CH:22][CH:23]=2)[C:10]2[C:15]([F:16])=[CH:14][CH:13]=[C:12]([F:17])[C:11]=2[F:18])=[CH:4][N:3]=1. The yield is 0.880. (7) The yield is 0.660. The catalyst is ClCCl.CO. The reactants are [CH3:1][C:2]1[O:6][C:5]([C:7]2[CH:13]=[CH:12][CH:11]=[CH:10][C:8]=2[NH2:9])=[N:4][N:3]=1.C(N(CC)CC)C.[Cl:21][C:22]1[N:27]=[C:26]([C:28]2[CH:33]=[CH:32][CH:31]=[CH:30][CH:29]=2)[N:25]=[C:24]([C:34](Cl)=[O:35])[CH:23]=1. The product is [Cl:21][C:22]1[N:27]=[C:26]([C:28]2[CH:33]=[CH:32][CH:31]=[CH:30][CH:29]=2)[N:25]=[C:24]([C:34]([NH:9][C:8]2[CH:10]=[CH:11][CH:12]=[CH:13][C:7]=2[C:5]2[O:6][C:2]([CH3:1])=[N:3][N:4]=2)=[O:35])[CH:23]=1.